Binary Classification. Given a drug SMILES string, predict its activity (active/inactive) in a high-throughput screening assay against a specified biological target. From a dataset of Choline transporter screen with 302,306 compounds. The molecule is o1c(/C=C\c2[nH]c3c(n2)cccc3)ccc1. The result is 0 (inactive).